This data is from Catalyst prediction with 721,799 reactions and 888 catalyst types from USPTO. The task is: Predict which catalyst facilitates the given reaction. (1) Reactant: [Cl:1][C:2]1[N:7]=[C:6]([NH2:8])[C:5]([CH3:9])=[CH:4][N:3]=1.Br[C:11]1[CH:18]=[CH:17][C:14]([C:15]#[N:16])=[C:13]([Cl:19])[CH:12]=1.C([O-])([O-])=O.[Cs+].[Cs+].C1(P(C2C=CC=CC=2)C2C3OC4C(=CC=CC=4P(C4C=CC=CC=4)C4C=CC=CC=4)C(C)(C)C=3C=CC=2)C=CC=CC=1. Product: [Cl:1][C:2]1[N:7]=[C:6]([NH:8][C:11]2[CH:18]=[CH:17][C:14]([C:15]#[N:16])=[C:13]([Cl:19])[CH:12]=2)[C:5]([CH3:9])=[CH:4][N:3]=1. The catalyst class is: 62. (2) Reactant: [Cl:1][C:2]1[CH:22]=[C:21]([Cl:23])[CH:20]=[CH:19][C:3]=1[CH2:4][N:5]1[C:9](/[CH:10]=[CH:11]/[C:12]([OH:14])=O)=[CH:8][C:7]([O:15][CH:16]([CH3:18])[CH3:17])=[N:6]1.[CH2:24]([S:29]([NH2:32])(=[O:31])=[O:30])[CH2:25][CH2:26][CH2:27][CH3:28].N12CCCN=C1CCCCC2. Product: [Cl:1][C:2]1[CH:22]=[C:21]([Cl:23])[CH:20]=[CH:19][C:3]=1[CH2:4][N:5]1[C:9](/[CH:10]=[CH:11]/[C:12]([NH:32][S:29]([CH2:24][CH2:25][CH2:26][CH2:27][CH3:28])(=[O:31])=[O:30])=[O:14])=[CH:8][C:7]([O:15][CH:16]([CH3:18])[CH3:17])=[N:6]1. The catalyst class is: 7.